From a dataset of Catalyst prediction with 721,799 reactions and 888 catalyst types from USPTO. Predict which catalyst facilitates the given reaction. (1) Reactant: N#N.[Br:3][C:4]1[CH:5]=[C:6]([CH:14]=[CH:15][CH:16]=1)[CH2:7][CH2:8][O:9][CH2:10][C:11](O)=[O:12].B.C1COCC1. Product: [Br:3][C:4]1[CH:5]=[C:6]([CH:14]=[CH:15][CH:16]=1)[CH2:7][CH2:8][O:9][CH2:10][CH2:11][OH:12]. The catalyst class is: 1. (2) Reactant: [C:1]([NH:5][C:6]([C:8]1[C:16]2[C:11](=[N:12][CH:13]=[C:14]([NH:17][C:18]3[CH:22]=[CH:21][N:20]([CH3:23])[N:19]=3)[N:15]=2)[N:10](COCC[Si](C)(C)C)[CH:9]=1)=[O:7])([CH3:4])([CH3:3])[CH3:2].FC(F)(F)C(O)=O.CO.[OH-].[NH4+]. Product: [C:1]([NH:5][C:6]([C:8]1[C:16]2[C:11](=[N:12][CH:13]=[C:14]([NH:17][C:18]3[CH:22]=[CH:21][N:20]([CH3:23])[N:19]=3)[N:15]=2)[NH:10][CH:9]=1)=[O:7])([CH3:4])([CH3:3])[CH3:2]. The catalyst class is: 4. (3) Reactant: F[C:2]1[CH:7]=[CH:6][C:5]([F:8])=[CH:4][C:3]=1[N+:9]([O-:11])=[O:10].Cl.[CH3:13][O:14][C:15](=[O:18])[CH2:16][NH2:17].C(N(CC)CC)C. Product: [F:8][C:5]1[CH:6]=[CH:7][C:2]([NH:17][CH2:16][C:15]([O:14][CH3:13])=[O:18])=[C:3]([N+:9]([O-:11])=[O:10])[CH:4]=1. The catalyst class is: 1. (4) Reactant: [BH4-].[Na+].[Br-].[CH2:4]([N+:11]1[CH:16]=[CH:15][C:14]([CH:17]([CH3:19])[CH3:18])=[CH:13][CH:12]=1)[C:5]1[CH:10]=[CH:9][CH:8]=[CH:7][CH:6]=1.O. Product: [CH2:4]([N:11]1[CH2:12][CH:13]=[C:14]([CH:17]([CH3:19])[CH3:18])[CH2:15][CH2:16]1)[C:5]1[CH:10]=[CH:9][CH:8]=[CH:7][CH:6]=1. The catalyst class is: 14. (5) Reactant: [CH2:1]([NH:6][C:7]1[N:8]=[CH:9][NH:10][C:11]=1[C:12](SC)=[NH:13])[CH2:2][CH2:3][CH2:4][CH3:5].[N:16]1[CH:21]=[CH:20][C:19]([C:22]([NH:24][NH2:25])=O)=[N:18][CH:17]=1. Product: [CH2:1]([NH:6][C:7]1[N:8]=[CH:9][NH:10][C:11]=1[C:12]1[NH:25][N:24]=[C:22]([C:19]2[CH:20]=[CH:21][N:16]=[CH:17][N:18]=2)[N:13]=1)[CH2:2][CH2:3][CH2:4][CH3:5]. The catalyst class is: 8. (6) Reactant: [NH2:1][C@@H:2]([CH3:5])[CH2:3][OH:4].[C:6]([O:10][C:11](O[C:11]([O:10][C:6]([CH3:9])([CH3:8])[CH3:7])=[O:12])=[O:12])([CH3:9])([CH3:8])[CH3:7]. Product: [C:6]([O:10][C:11](=[O:12])[NH:1][C@@H:2]([CH3:5])[CH2:3][OH:4])([CH3:9])([CH3:8])[CH3:7]. The catalyst class is: 1. (7) Reactant: [C:1]1([C:7]2[CH:15]=[C:14]([F:16])[C:10]([C:11](Cl)=[O:12])=[C:9]([F:17])[CH:8]=2)[CH:6]=[CH:5][CH:4]=[CH:3][CH:2]=1.[C:18]([O:22][C:23]([NH:25][CH2:26][CH2:27][C@H:28]([OH:32])[C:29]([OH:31])=[O:30])=[O:24])([CH3:21])([CH3:20])[CH3:19]. Product: [C:18]([O:22][C:23]([NH:25][CH2:26][CH2:27][C@H:28]([O:32][C:11]([C:10]1[C:9]([F:17])=[CH:8][C:7]([C:1]2[CH:6]=[CH:5][CH:4]=[CH:3][CH:2]=2)=[CH:15][C:14]=1[F:16])=[O:12])[C:29]([OH:31])=[O:30])=[O:24])([CH3:21])([CH3:19])[CH3:20]. The catalyst class is: 643.